From a dataset of Catalyst prediction with 721,799 reactions and 888 catalyst types from USPTO. Predict which catalyst facilitates the given reaction. (1) Reactant: [C:1]1([C:31]2[CH:36]=[CH:35][CH:34]=[CH:33][CH:32]=2)[CH:6]=[CH:5][C:4]([C:7]2[N:12]=[C:11]3[CH:13]=[C:14]([O:24][CH2:25][CH2:26][C:27]([OH:29])=[O:28])[N:15](COCC[Si](C)(C)C)[C:10]3=[CH:9][C:8]=2[Cl:30])=[CH:3][CH:2]=1.Cl.C(N)CN. Product: [C:1]1([C:31]2[CH:32]=[CH:33][CH:34]=[CH:35][CH:36]=2)[CH:2]=[CH:3][C:4]([C:7]2[N:12]=[C:11]3[CH:13]=[C:14]([O:24][CH2:25][CH2:26][C:27]([OH:29])=[O:28])[NH:15][C:10]3=[CH:9][C:8]=2[Cl:30])=[CH:5][CH:6]=1. The catalyst class is: 118. (2) Reactant: [CH3:1][NH:2][CH2:3][CH2:4][C@H:5]([O:11][C:12]1[CH:13]=[CH:14][CH:15]=[C:16]2[CH:21]=[CH:20][CH:19]=[CH:18][C:17]=12)[C:6]1[S:10][CH:9]=[CH:8][CH:7]=1.C(O)C.[ClH:25].CCCCCC. Product: [CH3:1][NH:2][CH2:3][CH2:4][C@H:5]([O:11][C:12]1[CH:13]=[CH:14][CH:15]=[C:16]2[CH:21]=[CH:20][CH:19]=[CH:18][C:17]=12)[C:6]1[S:10][CH:9]=[CH:8][CH:7]=1.[ClH:25]. The catalyst class is: 4. (3) Reactant: [CH3:1][O:2][C:3](=[O:39])[CH2:4][CH2:5][C:6]1[CH:11]=[CH:10][C:9]([F:12])=[CH:8][C:7]=1[CH2:13][CH:14]1[CH:19]([C:20](=O)[NH:21][CH:22]([C:25](=[O:36])[NH:26][CH2:27][CH2:28][CH2:29][CH2:30][CH2:31][CH2:32][CH2:33][CH2:34][CH3:35])[CH2:23][OH:24])[CH:18]2[O:38][CH:15]1[CH2:16][CH2:17]2.CCN(S(F)(F)F)CC.C(=O)([O-])[O-].[K+].[K+].C([O-])(O)=O.[Na+]. Product: [CH3:1][O:2][C:3](=[O:39])[CH2:4][CH2:5][C:6]1[CH:11]=[CH:10][C:9]([F:12])=[CH:8][C:7]=1[CH2:13][CH:14]1[CH:19]([C:20]2[O:24][CH2:23][CH:22]([C:25](=[O:36])[NH:26][CH2:27][CH2:28][CH2:29][CH2:30][CH2:31][CH2:32][CH2:33][CH2:34][CH3:35])[N:21]=2)[CH:18]2[O:38][CH:15]1[CH2:16][CH2:17]2. The catalyst class is: 4. (4) Reactant: Br[C:2]1[CH:11]=[CH:10][CH:9]=[CH:8][C:3]=1[C:4]([O:6][CH3:7])=[O:5].[O:12]1[CH2:16][CH2:15][CH:14]([CH:17]2[CH2:22]C(=O)[CH2:20][CH2:19][O:18]2)[CH2:13]1.CC1(C)C2C(=C(P(C3C=CC=CC=3)C3C=CC=CC=3)C=CC=2)OC2C(P(C3C=CC=CC=3)C3C=CC=CC=3)=CC=CC1=2.C([O-])([O-])=O.[Cs+].[Cs+]. Product: [O:12]1[CH2:16][CH2:15][CH:14]([CH:17]2[O:18][CH2:19][C:20]3[C:2]4[CH:11]=[CH:10][CH:9]=[CH:8][C:3]=4[C:4](=[O:5])[O:6][C:7]=3[CH2:22]2)[CH2:13]1. The catalyst class is: 187. (5) Reactant: [H-].[Na+].[Cl:3][C:4]1[CH:18]=[CH:17][C:7]([CH:8](O)[C:9]2[CH:14]=[CH:13][C:12]([Cl:15])=[CH:11][CH:10]=2)=[CH:6][CH:5]=1.Br[CH2:20][C:21]([OH:23])=[O:22]. Product: [Cl:3][C:4]1[CH:18]=[CH:17][C:7]([CH:8]([CH2:20][C:21]([OH:23])=[O:22])[C:9]2[CH:14]=[CH:13][C:12]([Cl:15])=[CH:11][CH:10]=2)=[CH:6][CH:5]=1. The catalyst class is: 1. (6) Reactant: [OH:1][C:2]1[C:7]2[CH2:8][O:9][C@@H:10]3[C@H:14]([C:6]=2[CH:5]=[CH:4][CH:3]=1)[CH2:13][N:12]([C:15]([O:17][C:18]([CH3:21])([CH3:20])[CH3:19])=[O:16])[CH2:11]3.[C:22](=O)([O-])[O-].[K+].[K+].IC.C(N(CC)CC)C. Product: [CH3:22][O:1][C:2]1[C:7]2[CH2:8][O:9][C@@H:10]3[C@H:14]([C:6]=2[CH:5]=[CH:4][CH:3]=1)[CH2:13][N:12]([C:15]([O:17][C:18]([CH3:21])([CH3:20])[CH3:19])=[O:16])[CH2:11]3. The catalyst class is: 4. (7) Reactant: [NH2:1][C:2]1[N:7]=[C:6]([NH2:8])[C:5]([CH2:9][C:10]2[CH:23]=[C:22]([O:24][CH3:25])[C:13]([O:14][CH2:15][CH2:16][CH2:17][CH2:18][C:19](O)=[O:20])=[C:12]([O:26][CH3:27])[CH:11]=2)=[CH:4][N:3]=1.C(Cl)CCl.C1C=CC2N(O)N=NC=2C=1.[C:42]12([CH2:52][C:53]([O:55][CH2:56][CH2:57][O:58][CH2:59][CH2:60][NH2:61])=[O:54])[CH2:51][CH:46]3[CH2:47][CH:48]([CH2:50][CH:44]([CH2:45]3)[CH2:43]1)[CH2:49]2.CCN(CC)CC. Product: [C:42]12([CH2:52][C:53]([O:55][CH2:56][CH2:57][O:58][CH2:59][CH2:60][NH:61][C:19](=[O:20])[CH2:18][CH2:17][CH2:16][CH2:15][O:14][C:13]3[C:22]([O:24][CH3:25])=[CH:23][C:10]([CH2:9][C:5]4[C:6]([NH2:8])=[N:7][C:2]([NH2:1])=[N:3][CH:4]=4)=[CH:11][C:12]=3[O:26][CH3:27])=[O:54])[CH2:49][CH:48]3[CH2:47][CH:46]([CH2:45][CH:44]([CH2:50]3)[CH2:43]1)[CH2:51]2. The catalyst class is: 329.